Predict the reaction yield, written as a fraction of the theoretical maximum amount of product (1.0 means a 100% yield; for example, 0.34 means a 34% yield). From a dataset of Reaction yield outcomes from USPTO patents with 853,638 reactions. (1) The reactants are Cl[C:2]1[CH:7]=[CH:6][N:5]=[C:4]2[CH:8]=[C:9]([C:11]3[CH:16]=[CH:15][N:14]=[CH:13][CH:12]=3)[S:10][C:3]=12.[CH3:17][NH:18][C:19]([C:21]1[C:29]2[C:24](=[CH:25][C:26]([OH:30])=[CH:27][CH:28]=2)[N:23]([CH3:31])[C:22]=1[CH3:32])=[O:20].C([O-])([O-])=O.[Cs+].[Cs+]. No catalyst specified. The product is [CH3:17][NH:18][C:19]([C:21]1[C:29]2[C:24](=[CH:25][C:26]([O:30][C:2]3[CH:7]=[CH:6][N:5]=[C:4]4[CH:8]=[C:9]([C:11]5[CH:16]=[CH:15][N:14]=[CH:13][CH:12]=5)[S:10][C:3]=34)=[CH:27][CH:28]=2)[N:23]([CH3:31])[C:22]=1[CH3:32])=[O:20]. The yield is 0.310. (2) The product is [CH3:29][O:30][C:31](=[O:49])[C@@H:32]([NH:33][C:34]([O:36][C:37]([CH3:39])([CH3:38])[CH3:40])=[O:35])[CH2:41][C:42]1[CH:47]=[CH:46][C:45]([O:48][CH2:2][CH2:3][O:4][C:5]2[CH:10]=[CH:9][C:8]([O:11][C:12]3[CH:17]=[CH:16][CH:15]=[CH:14][CH:13]=3)=[CH:7][CH:6]=2)=[CH:44][CH:43]=1. The catalyst is O. The yield is 0.590. The reactants are Br[CH2:2][CH2:3][O:4][C:5]1[CH:10]=[CH:9][C:8]([O:11][C:12]2[CH:17]=[CH:16][CH:15]=[CH:14][CH:13]=2)=[CH:7][CH:6]=1.C(=O)([O-])[O-].[K+].[K+].CN(C)C=O.[CH3:29][O:30][C:31](=[O:49])[C@H:32]([CH2:41][C:42]1[CH:47]=[CH:46][C:45]([OH:48])=[CH:44][CH:43]=1)[NH:33][C:34]([O:36][C:37]([CH3:40])([CH3:39])[CH3:38])=[O:35].